From a dataset of Reaction yield outcomes from USPTO patents with 853,638 reactions. Predict the reaction yield, written as a fraction of the theoretical maximum amount of product (1.0 means a 100% yield; for example, 0.34 means a 34% yield). (1) The reactants are [F:1][C:2]([F:18])([F:17])[CH:3]([C:5]1[CH:10]=[CH:9][C:8]([C:11]2[CH:16]=[CH:15][N:14]=[CH:13][CH:12]=2)=[CH:7][CH:6]=1)[OH:4].[NH2:19][C:20]1[N:25]=[C:24](Cl)[CH:23]=[C:22]([Cl:27])[N:21]=1.C(=O)([O-])[O-].[Cs+].[Cs+].C(OCC)(=O)C. The catalyst is O1CCOCC1. The product is [Cl:27][C:22]1[CH:23]=[C:24]([O:4][CH:3]([C:5]2[CH:6]=[CH:7][C:8]([C:11]3[CH:12]=[CH:13][N:14]=[CH:15][CH:16]=3)=[CH:9][CH:10]=2)[C:2]([F:1])([F:17])[F:18])[N:25]=[C:20]([NH2:19])[N:21]=1. The yield is 0.800. (2) The yield is 0.930. The product is [Cl:33][C:28]1[C:29]([C:30](=[O:32])[CH3:31])=[C:24]([Cl:23])[N:25]=[CH:26][N:27]=1. The reactants are CC(OI1(OC(C)=O)(OC(C)=O)OC(=O)C2C1=CC=CC=2)=O.[Cl:23][C:24]1[C:29]([CH:30]([OH:32])[CH3:31])=[C:28]([Cl:33])[N:27]=[CH:26][N:25]=1.C(=O)(O)[O-].[Na+]. The catalyst is ClCCl.